This data is from Catalyst prediction with 721,799 reactions and 888 catalyst types from USPTO. The task is: Predict which catalyst facilitates the given reaction. (1) Reactant: [O:1]=[C:2]1[N:8]([CH:9]2[CH2:14][CH2:13][N:12]([C:15]([O:17][C@@H:18]([C:31](O)=[O:32])[CH2:19][C:20]3[CH:29]=[C:28]([CH3:30])[C:23]4[NH:24][C:25](=[O:27])[O:26][C:22]=4[CH:21]=3)=[O:16])[CH2:11][CH2:10]2)[CH2:7][CH2:6][C:5]2[CH:34]=[CH:35][CH:36]=[CH:37][C:4]=2[NH:3]1.CN(C(ON1N=NC2C=CC=CC1=2)=[N+](C)C)C.[B-](F)(F)(F)F.C(N(CC)CC)C.[N:67]1([S:79]([NH2:82])(=[O:81])=[O:80])[CH2:72][CH2:71][CH:70]([CH:73]2[CH2:78][CH2:77][NH:76][CH2:75][CH2:74]2)[CH2:69][CH2:68]1. Product: [O:1]=[C:2]1[N:8]([CH:9]2[CH2:10][CH2:11][N:12]([C:15]([O:17][C@H:18]([CH2:19][C:20]3[CH:29]=[C:28]([CH3:30])[C:23]4[NH:24][C:25](=[O:27])[O:26][C:22]=4[CH:21]=3)[C:31](=[O:32])[N:76]3[CH2:75][CH2:74][CH:73]([CH:70]4[CH2:71][CH2:72][N:67]([S:79](=[O:81])(=[O:80])[NH2:82])[CH2:68][CH2:69]4)[CH2:78][CH2:77]3)=[O:16])[CH2:13][CH2:14]2)[CH2:7][CH2:6][C:5]2[CH:34]=[CH:35][CH:36]=[CH:37][C:4]=2[NH:3]1. The catalyst class is: 3. (2) Reactant: [C:1]([O:5][C:6]([NH:8][C:9]1[CH:14]=[CH:13][C:12]([S:15][C:16]2[CH:24]=[CH:23][C:19]([C:20]([OH:22])=O)=[CH:18][C:17]=2[NH:25][C:26]2[C:27]3[CH:35]=[CH:34][C:33]([CH:36]([CH3:38])[CH3:37])=[N:32][C:28]=3[N:29]=[CH:30][N:31]=2)=[CH:11][CH:10]=1)=[O:7])([CH3:4])([CH3:3])[CH3:2].[NH:39]1[CH2:44][CH2:43][NH:42][CH2:41][CH2:40]1.CN(C(ON1N=NC2C=CC=NC1=2)=[N+](C)C)C.F[P-](F)(F)(F)(F)F.CCN(C(C)C)C(C)C. Product: [CH:36]([C:33]1[CH:34]=[CH:35][C:27]2[C:26]([NH:25][C:17]3[CH:18]=[C:19]([C:20]([N:39]4[CH2:44][CH2:43][NH:42][CH2:41][CH2:40]4)=[O:22])[CH:23]=[CH:24][C:16]=3[S:15][C:12]3[CH:13]=[CH:14][C:9]([NH:8][C:6](=[O:7])[O:5][C:1]([CH3:3])([CH3:4])[CH3:2])=[CH:10][CH:11]=3)=[N:31][CH:30]=[N:29][C:28]=2[N:32]=1)([CH3:38])[CH3:37]. The catalyst class is: 148. (3) Reactant: [C:1](N1C=CN=C1)(N1C=CN=C1)=[O:2].[CH2:13]([NH:20][C:21]1[C:30]2[C:25](=[CH:26][CH:27]=[CH:28][CH:29]=2)[N:24]=[C:23]([Cl:31])[C:22]=1[NH2:32])[C:14]1[CH:19]=[CH:18][CH:17]=[CH:16][CH:15]=1. Product: [CH2:13]([N:20]1[C:21]2[C:30]3[CH:29]=[CH:28][CH:27]=[CH:26][C:25]=3[N:24]=[C:23]([Cl:31])[C:22]=2[N:32]=[C:1]1[OH:2])[C:14]1[CH:15]=[CH:16][CH:17]=[CH:18][CH:19]=1. The catalyst class is: 7. (4) Reactant: [F:1][C:2]1[CH:7]=[CH:6][C:5]([N+:8]([O-])=O)=[CH:4][C:3]=1[C:11]1[C:12]([C:17]#[N:18])=[CH:13][CH:14]=[CH:15][CH:16]=1. Product: [NH2:8][C:5]1[CH:6]=[CH:7][C:2]([F:1])=[C:3]([C:11]2[C:12]([C:17]#[N:18])=[CH:13][CH:14]=[CH:15][CH:16]=2)[CH:4]=1. The catalyst class is: 301. (5) Reactant: Cl.[O:2]([CH2:9][C:10]1[CH:15]=[CH:14][CH:13]=[CH:12][C:11]=1[C:16]1[S:20][C:19]([N:21]=C(C2C=CC=CC=2)C2C=CC=CC=2)=[N:18][CH:17]=1)[C:3]1[CH:8]=[CH:7][CH:6]=[CH:5][CH:4]=1. Product: [O:2]([CH2:9][C:10]1[CH:15]=[CH:14][CH:13]=[CH:12][C:11]=1[C:16]1[S:20][C:19]([NH2:21])=[N:18][CH:17]=1)[C:3]1[CH:8]=[CH:7][CH:6]=[CH:5][CH:4]=1. The catalyst class is: 5. (6) Reactant: Br[C:2]1[CH:11]=[CH:10][C:9]2[C:4](=[CH:5][C:6]([F:13])=[CH:7][C:8]=2[F:12])[C:3]=1[CH:14]=[O:15].[CH3:16][Sn](C)(C)C. Product: [F:12][C:8]1[CH:7]=[C:6]([F:13])[CH:5]=[C:4]2[C:9]=1[CH:10]=[CH:11][C:2]([CH3:16])=[C:3]2[CH:14]=[O:15]. The catalyst class is: 206. (7) Reactant: [CH3:1][C:2]1[CH:7]=[CH:6][N:5]=[C:4]([N+:8]([O-:10])=[O:9])[C:3]=1[OH:11].C[O-].[Na+].[Br:15]Br. Product: [Br:15][C:6]1[N:5]=[C:4]([N+:8]([O-:10])=[O:9])[C:3]([OH:11])=[C:2]([CH3:1])[CH:7]=1. The catalyst class is: 5.